Dataset: NCI-60 drug combinations with 297,098 pairs across 59 cell lines. Task: Regression. Given two drug SMILES strings and cell line genomic features, predict the synergy score measuring deviation from expected non-interaction effect. (1) Drug 1: C1CNP(=O)(OC1)N(CCCl)CCCl. Drug 2: C1C(C(OC1N2C=NC3=C2NC=NCC3O)CO)O. Cell line: HOP-62. Synergy scores: CSS=20.2, Synergy_ZIP=0.313, Synergy_Bliss=5.56, Synergy_Loewe=2.71, Synergy_HSA=5.82. (2) Drug 1: C1=C(C(=O)NC(=O)N1)F. Drug 2: C1=CN(C=N1)CC(O)(P(=O)(O)O)P(=O)(O)O. Cell line: NCI/ADR-RES. Synergy scores: CSS=24.2, Synergy_ZIP=-13.0, Synergy_Bliss=-11.9, Synergy_Loewe=-12.0, Synergy_HSA=-10.6. (3) Drug 1: COC1=C(C=C2C(=C1)N=CN=C2NC3=CC(=C(C=C3)F)Cl)OCCCN4CCOCC4. Drug 2: CC(C)(C#N)C1=CC(=CC(=C1)CN2C=NC=N2)C(C)(C)C#N. Cell line: RPMI-8226. Synergy scores: CSS=6.52, Synergy_ZIP=0.233, Synergy_Bliss=-1.04, Synergy_Loewe=-3.31, Synergy_HSA=-4.12. (4) Drug 1: CN1CCC(CC1)COC2=C(C=C3C(=C2)N=CN=C3NC4=C(C=C(C=C4)Br)F)OC. Drug 2: CC1CCCC2(C(O2)CC(NC(=O)CC(C(C(=O)C(C1O)C)(C)C)O)C(=CC3=CSC(=N3)C)C)C. Cell line: PC-3. Synergy scores: CSS=6.39, Synergy_ZIP=-3.18, Synergy_Bliss=0.665, Synergy_Loewe=0.136, Synergy_HSA=0.399. (5) Drug 1: CC12CCC(CC1=CCC3C2CCC4(C3CC=C4C5=CN=CC=C5)C)O. Drug 2: COC1=NC(=NC2=C1N=CN2C3C(C(C(O3)CO)O)O)N. Cell line: MCF7. Synergy scores: CSS=1.31, Synergy_ZIP=0.215, Synergy_Bliss=2.15, Synergy_Loewe=-7.79, Synergy_HSA=-2.91. (6) Drug 1: C1CN1C2=NC(=NC(=N2)N3CC3)N4CC4. Drug 2: C1C(C(OC1N2C=NC3=C2NC=NCC3O)CO)O. Cell line: PC-3. Synergy scores: CSS=15.7, Synergy_ZIP=-1.87, Synergy_Bliss=0.740, Synergy_Loewe=-1.69, Synergy_HSA=1.48. (7) Drug 1: C1=NC2=C(N=C(N=C2N1C3C(C(C(O3)CO)O)O)F)N. Drug 2: CC=C1C(=O)NC(C(=O)OC2CC(=O)NC(C(=O)NC(CSSCCC=C2)C(=O)N1)C(C)C)C(C)C. Cell line: A549. Synergy scores: CSS=13.4, Synergy_ZIP=2.08, Synergy_Bliss=2.37, Synergy_Loewe=-59.5, Synergy_HSA=0.189.